From a dataset of Catalyst prediction with 721,799 reactions and 888 catalyst types from USPTO. Predict which catalyst facilitates the given reaction. (1) Reactant: [CH3:1][O:2][CH2:3][CH2:4][OH:5].C(N(CC)CC)C.[CH3:13][S:14](Cl)(=[O:16])=[O:15]. Product: [CH3:13][S:14]([O:5][CH2:4][CH2:3][O:2][CH3:1])(=[O:16])=[O:15]. The catalyst class is: 1. (2) Reactant: [Cl:1][C:2]1[CH:3]=[C:4]2[C:8](=[CH:9][CH:10]=1)[N:7]([C:11]1[N:15]([CH3:16])[N:14]=[C:13]([CH3:17])[C:12]=1[CH2:18][OH:19])[CH:6]=[CH:5]2.[H-].[Na+].Br[CH2:23][CH:24]([O:28][CH2:29][CH3:30])[O:25][CH2:26][CH3:27].O. Product: [Cl:1][C:2]1[CH:3]=[C:4]2[C:8](=[CH:9][CH:10]=1)[N:7]([C:11]1[N:15]([CH3:16])[N:14]=[C:13]([CH3:17])[C:12]=1[CH2:18][O:19][CH2:23][CH:24]([O:28][CH2:29][CH3:30])[O:25][CH2:26][CH3:27])[CH:6]=[CH:5]2. The catalyst class is: 9. (3) Reactant: [Cl:1][C:2]1[CH:3]=[C:4]([N:8]2[C:12]([CH2:13][NH2:14])=[CH:11][C:10]([C:15]([F:18])([F:17])[F:16])=[N:9]2)[CH:5]=[CH:6][CH:7]=1.C(N(CC)CC)C.[OH:26][CH2:27][CH2:28][NH:29][C:30]1[N:35]=[CH:34][C:33]([NH:36][C:37](=O)[O:38]C2C=CC=CC=2)=[CH:32][CH:31]=1. Product: [Cl:1][C:2]1[CH:3]=[C:4]([N:8]2[C:12]([CH2:13][NH:14][C:37]([NH:36][C:33]3[CH:34]=[N:35][C:30]([NH:29][CH2:28][CH2:27][OH:26])=[CH:31][CH:32]=3)=[O:38])=[CH:11][C:10]([C:15]([F:16])([F:17])[F:18])=[N:9]2)[CH:5]=[CH:6][CH:7]=1. The catalyst class is: 46. (4) Reactant: [F:1][C:2]1[CH:7]=[CH:6][C:5]([C:8]2[C:17]([C:18]3[CH:19]=[CH:20][C:21](=[O:31])[N:22]([C:24]4[CH:29]=[CH:28][CH:27]=[CH:26][C:25]=4[CH3:30])[N:23]=3)=[C:11]3[NH:12][CH2:13][C:14](=[CH2:16])[CH2:15][N:10]3[N:9]=2)=[CH:4][CH:3]=1. Product: [F:1][C:2]1[CH:3]=[CH:4][C:5]([C:8]2[C:17]([C:18]3[CH:19]=[CH:20][C:21](=[O:31])[N:22]([C:24]4[CH:29]=[CH:28][CH:27]=[CH:26][C:25]=4[CH3:30])[N:23]=3)=[C:11]3[NH:12][CH2:13][CH:14]([CH3:16])[CH2:15][N:10]3[N:9]=2)=[CH:6][CH:7]=1. The catalyst class is: 43. (5) Reactant: [Br:1][CH2:2][C:3]([O:5][CH2:6][CH3:7])=[O:4].[C:8]1([P:14]([C:21]2[CH:26]=[CH:25][CH:24]=[CH:23][CH:22]=2)[C:15]2[CH:20]=[CH:19][CH:18]=[CH:17][CH:16]=2)[CH:13]=[CH:12][CH:11]=[CH:10][CH:9]=1. Product: [Br-:1].[C:3]([CH2:2][P+:14]([C:15]1[CH:16]=[CH:17][CH:18]=[CH:19][CH:20]=1)([C:21]1[CH:26]=[CH:25][CH:24]=[CH:23][CH:22]=1)[C:8]1[CH:9]=[CH:10][CH:11]=[CH:12][CH:13]=1)([O:5][CH2:6][CH3:7])=[O:4]. The catalyst class is: 48.